This data is from Full USPTO retrosynthesis dataset with 1.9M reactions from patents (1976-2016). The task is: Predict the reactants needed to synthesize the given product. (1) Given the product [ClH:1].[CH2:38]([C:37]1[CH:36]=[CH:35][CH:34]=[C:33]([CH2:40][CH3:41])[C:32]=1[NH:31][C:29]([C:25]1[C:19]2[CH2:20][CH2:21][C:22]3[CH:23]=[N:24][C:15]([NH:14][CH:11]4[CH2:12][CH2:13][N:8]([S:5]([CH2:4][CH2:3][CH2:2][NH:43][CH3:42])(=[O:7])=[O:6])[CH2:9][CH2:10]4)=[N:16][C:17]=3[C:18]=2[N:27]([CH3:28])[N:26]=1)=[O:30])[CH3:39], predict the reactants needed to synthesize it. The reactants are: [Cl:1][CH2:2][CH2:3][CH2:4][S:5]([N:8]1[CH2:13][CH2:12][CH:11]([NH:14][C:15]2[N:24]=[CH:23][C:22]3[CH2:21][CH2:20][C:19]4[C:25]([C:29]([NH:31][C:32]5[C:37]([CH2:38][CH3:39])=[CH:36][CH:35]=[CH:34][C:33]=5[CH2:40][CH3:41])=[O:30])=[N:26][N:27]([CH3:28])[C:18]=4[C:17]=3[N:16]=2)[CH2:10][CH2:9]1)(=[O:7])=[O:6].[CH3:42][NH2:43]. (2) Given the product [NH2:1][C@H:4]([C:16]1[CH:17]=[N:18][CH:19]=[C:20]([Br:22])[CH:21]=1)[C@:5]([C:8]1[CH:13]=[C:12]([F:14])[CH:11]=[CH:10][C:9]=1[F:15])([OH:7])[CH3:6], predict the reactants needed to synthesize it. The reactants are: [N:1]([C@H:4]([C:16]1[CH:17]=[N:18][CH:19]=[C:20]([Br:22])[CH:21]=1)[C@:5]([C:8]1[CH:13]=[C:12]([F:14])[CH:11]=[CH:10][C:9]=1[F:15])([OH:7])[CH3:6])=[N+]=[N-].CP(C)C. (3) Given the product [Cl:13][C:9]1[CH:8]=[CH:7][N:6]=[C:5]2[NH:4][CH:3]=[C:2]([CH3:1])[C:10]=12, predict the reactants needed to synthesize it. The reactants are: [CH3:1][C:2]1[C:10]2[C:5](=[N+:6]([O-])[CH:7]=[CH:8][CH:9]=2)[NH:4][CH:3]=1.C(Cl)(Cl)[Cl:13].C(=O)([O-])[O-].[Na+].[Na+].